This data is from Merck oncology drug combination screen with 23,052 pairs across 39 cell lines. The task is: Regression. Given two drug SMILES strings and cell line genomic features, predict the synergy score measuring deviation from expected non-interaction effect. (1) Drug 1: CN1C(=O)C=CC2(C)C3CCC4(C)C(NC(=O)OCC(F)(F)F)CCC4C3CCC12. Drug 2: NC1CCCCC1N.O=C(O)C(=O)O.[Pt+2]. Cell line: SW620. Synergy scores: synergy=2.01. (2) Drug 1: N#Cc1ccc(Cn2cncc2CN2CCN(c3cccc(Cl)c3)C(=O)C2)cc1. Drug 2: CCN(CC)CCNC(=O)c1c(C)[nH]c(C=C2C(=O)Nc3ccc(F)cc32)c1C. Cell line: UACC62. Synergy scores: synergy=15.2. (3) Drug 1: COC12C(COC(N)=O)C3=C(C(=O)C(C)=C(N)C3=O)N1CC1NC12. Drug 2: CCc1cnn2c(NCc3ccc[n+]([O-])c3)cc(N3CCCCC3CCO)nc12. Cell line: SKMEL30. Synergy scores: synergy=2.72. (4) Drug 1: O=C(O)C1(Cc2cccc(Nc3nccs3)n2)CCC(Oc2cccc(Cl)c2F)CC1. Drug 2: CCc1c2c(nc3ccc(O)cc13)-c1cc3c(c(=O)n1C2)COC(=O)C3(O)CC. Cell line: RPMI7951. Synergy scores: synergy=11.3. (5) Drug 1: N#Cc1ccc(Cn2cncc2CN2CCN(c3cccc(Cl)c3)C(=O)C2)cc1. Drug 2: CCN(CC)CCNC(=O)c1c(C)[nH]c(C=C2C(=O)Nc3ccc(F)cc32)c1C. Cell line: SKMEL30. Synergy scores: synergy=5.80. (6) Drug 1: CCN(CC)CCNC(=O)c1c(C)[nH]c(C=C2C(=O)Nc3ccc(F)cc32)c1C. Drug 2: C#Cc1cccc(Nc2ncnc3cc(OCCOC)c(OCCOC)cc23)c1. Cell line: CAOV3. Synergy scores: synergy=11.0. (7) Drug 1: O=S1(=O)NC2(CN1CC(F)(F)F)C1CCC2Cc2cc(C=CCN3CCC(C(F)(F)F)CC3)ccc2C1. Drug 2: CN(Cc1cnc2nc(N)nc(N)c2n1)c1ccc(C(=O)NC(CCC(=O)O)C(=O)O)cc1. Cell line: LNCAP. Synergy scores: synergy=-17.4. (8) Drug 1: Cn1c(=O)n(-c2ccc(C(C)(C)C#N)cc2)c2c3cc(-c4cnc5ccccc5c4)ccc3ncc21. Drug 2: NC1CCCCC1N.O=C(O)C(=O)O.[Pt+2]. Cell line: KPL1. Synergy scores: synergy=25.8. (9) Drug 1: COc1cc(C2c3cc4c(cc3C(OC3OC5COC(C)OC5C(O)C3O)C3COC(=O)C23)OCO4)cc(OC)c1O. Drug 2: C#Cc1cccc(Nc2ncnc3cc(OCCOC)c(OCCOC)cc23)c1. Cell line: SW620. Synergy scores: synergy=13.6. (10) Drug 1: CN(Cc1cnc2nc(N)nc(N)c2n1)c1ccc(C(=O)NC(CCC(=O)O)C(=O)O)cc1. Drug 2: COC1=C2CC(C)CC(OC)C(O)C(C)C=C(C)C(OC(N)=O)C(OC)C=CC=C(C)C(=O)NC(=CC1=O)C2=O. Cell line: A427. Synergy scores: synergy=-11.2.